Dataset: HIV replication inhibition screening data with 41,000+ compounds from the AIDS Antiviral Screen. Task: Binary Classification. Given a drug SMILES string, predict its activity (active/inactive) in a high-throughput screening assay against a specified biological target. (1) The compound is CCOC(=O)CSc1c(C(=O)OCC)c(=O)n(-c2ccccc2)c(=S)n1-c1ccccc1. The result is 0 (inactive). (2) The compound is Clc1ccccc1-c1nc2cc(C34CC5CC(CC(C5)C3)C4)ccc2[nH]1. The result is 0 (inactive). (3) The compound is Cc1cc2ccc3c(c2oc1=O)C(OC(=O)C12CCC(C)(C(=O)O1)C2(C)C)C(OC(=O)C12CCC(C)(C(=O)O1)C2(C)C)C(C)(C)O3. The result is 1 (active). (4) The drug is CCCC(=O)NC(Nc1ccc(S(=O)(=O)Nc2cc(C)on2)cc1)(C(=O)OCC)C(F)(F)F. The result is 0 (inactive). (5) The molecule is CCC12CCC(=O)N3CCC4(C(=C(C(=O)OC)C1)Nc1ccccc14)C32. The result is 0 (inactive). (6) The molecule is CC(=O)OC(CC1(C)C(C)CCC23COC(=O)C2=CCCC31)c1ccoc1. The result is 0 (inactive). (7) The result is 0 (inactive). The molecule is CC(C)(C)OC(=O)N1CCCC1C(=O)NC(c1ccccc1)c1ccccc1. (8) The drug is C[N+]1(C)CC[PH](c2ccccc2)(c2ccccc2)[Pd-2]12[N+](C)(C)CC[PH]2(c1ccccc1)c1ccccc1.[Cl-]. The result is 0 (inactive). (9) The molecule is CC(=O)OC1CCC(C)=CCCC2(C)C(CCC2C(C)C=CC(C)C)c2ccc(cc2C(=O)O)C1. The result is 0 (inactive). (10) The drug is Cc1cc(C)c(C2=NOC3C(=O)N(c4ccc(Cc5ccc(N6C(=O)C7ON=C(c8c(C)cc(C)cc8C)C7C6=O)cc5)cc4)C(=O)C23)c(C)c1. The result is 0 (inactive).